This data is from Catalyst prediction with 721,799 reactions and 888 catalyst types from USPTO. The task is: Predict which catalyst facilitates the given reaction. (1) Reactant: Cl.CN[O:4][CH3:5].C[Al](C)C.C([C@H:17]1COC(=O)[N:18]1[C:23]([C@@H:25]1[C@@H:29]([C:30]2[CH:35]=[CH:34][C:33]([F:36])=[C:32]([F:37])[CH:31]=2)[CH2:28][N:27]([CH2:38][C:39]2[CH:44]=[CH:43][CH:42]=[CH:41][CH:40]=2)[CH2:26]1)=[O:24])C1C=CC=CC=1. Product: [CH3:5][O:4][N:18]([CH3:17])[C:23]([C@@H:25]1[C@@H:29]([C:30]2[CH:35]=[CH:34][C:33]([F:36])=[C:32]([F:37])[CH:31]=2)[CH2:28][N:27]([CH2:38][C:39]2[CH:40]=[CH:41][CH:42]=[CH:43][CH:44]=2)[CH2:26]1)=[O:24]. The catalyst class is: 2. (2) Reactant: NC1C=CC([Cl:11])=C(C=1)C(O)=O.Cl.C(Cl)(=O)C1C=CC=NC=1.[Cl:22][C:23]1[CH:31]=[CH:30][C:29]([NH:32][C:33](=[O:40])[C:34]2[CH:39]=[CH:38][CH:37]=[N:36][CH:35]=2)=[CH:28][C:24]=1[C:25](O)=[O:26].S(Cl)(Cl)=O. Product: [Cl:22][C:23]1[CH:31]=[CH:30][C:29]([NH:32][C:33](=[O:40])[C:34]2[CH:39]=[CH:38][CH:37]=[N:36][CH:35]=2)=[CH:28][C:24]=1[C:25]([Cl:11])=[O:26]. The catalyst class is: 266. (3) Reactant: Cl[C:2]1[C:11]2[C:6](=[CH:7][CH:8]=[CH:9][CH:10]=2)[N:5]=[C:4]([C:12]([O:14]CC)=O)[N:3]=1.[Br-].Cl.[Na+].[Cl-].[CH3:21][C:22]1[NH:26][N:25]=[C:24]([NH2:27])[CH:23]=1.[I-].[K+].CCN(C(C)C)[CH:33]([CH3:35])[CH3:34].[CH2:39]1[CH2:43][O:42][CH2:41][CH2:40]1. Product: [CH3:41][O:42][C:43]1[CH:39]=[CH:40][CH:35]=[CH:33][C:34]=1[C:12]([C:4]1[N:3]=[C:2]([NH:27][C:24]2[CH:23]=[C:22]([CH3:21])[NH:26][N:25]=2)[C:11]2[C:6](=[CH:7][CH:8]=[CH:9][CH:10]=2)[N:5]=1)=[O:14]. The catalyst class is: 18. (4) Reactant: [NH2:1][CH:2]1[CH2:7][CH2:6][N:5]([CH2:8][C@H:9]2[N:19]3[C:20]4[N:11]([C:12](=[O:22])[CH:13]=[CH:14][C:15]=4[N:16]=[CH:17][C:18]3=[O:21])[CH2:10]2)[CH2:4][CH2:3]1.[S:23]1[C:33]2[CH:32]=[C:31]([CH:34]=O)[N:30]=[CH:29][C:28]=2[O:27][CH2:26][CH2:25][CH2:24]1.S1C2C=C(C=O)N=CC=2OCC1.BrC(Br)(C)C.C(O[BH-](OC(=O)C)OC(=O)C)(=O)C.[Na+].C(=O)([O-])O.[Na+].[Cl:72]CCl. Product: [ClH:72].[S:23]1[C:33]2[CH:32]=[C:31]([CH2:34][NH:1][CH:2]3[CH2:7][CH2:6][N:5]([CH2:8][C@H:9]4[N:19]5[C:20]6[N:11]([C:12](=[O:22])[CH:13]=[CH:14][C:15]=6[N:16]=[CH:17][C:18]5=[O:21])[CH2:10]4)[CH2:4][CH2:3]3)[N:30]=[CH:29][C:28]=2[O:27][CH2:26][CH2:25][CH2:24]1. The catalyst class is: 254. (5) Reactant: [C:1]([C:3]1[CH:4]=[N:5][C:6]([CH:14]([F:16])[F:15])=[C:7]([CH:13]=1)[C:8]([N:10]=[C:11]=[O:12])=O)#[N:2].[F:17][C:18]([F:35])([F:34])[C:19]1[CH:24]=[CH:23][C:22]([NH:25][NH:26]C(OC(C)(C)C)=O)=[CH:21][CH:20]=1.C(O)(C(F)(F)F)=O. Product: [F:15][CH:14]([F:16])[C:6]1[C:7]([C:8]2[NH:10][C:11](=[O:12])[N:25]([C:22]3[CH:23]=[CH:24][C:19]([C:18]([F:17])([F:35])[F:34])=[CH:20][CH:21]=3)[N:26]=2)=[CH:13][C:3]([C:1]#[N:2])=[CH:4][N:5]=1. The catalyst class is: 2.